This data is from Reaction yield outcomes from USPTO patents with 853,638 reactions. The task is: Predict the reaction yield, written as a fraction of the theoretical maximum amount of product (1.0 means a 100% yield; for example, 0.34 means a 34% yield). (1) The reactants are [NH2:1][C:2]1[S:3]/[C:4](=[CH:8]\[C:9]2[CH:14]=[C:13]([O:15][CH3:16])[C:12]([OH:17])=[C:11]([Cl:18])[CH:10]=2)/[C:5](=[O:7])[N:6]=1.Br[CH2:20][C:21]([C:23]1[CH:24]=[C:25]2[C:29](=[CH:30][CH:31]=1)[NH:28][C:27](=[O:32])[CH2:26]2)=O. No catalyst specified. The product is [Cl:18][C:11]1[CH:10]=[C:9](/[CH:8]=[C:4]2/[C:5](=[O:7])[N:6]3[CH:20]=[C:21]([C:23]4[CH:24]=[C:25]5[C:29](=[CH:30][CH:31]=4)[NH:28][C:27](=[O:32])[CH2:26]5)[N:1]=[C:2]3[S:3]/2)[CH:14]=[C:13]([O:15][CH3:16])[C:12]=1[OH:17]. The yield is 0.670. (2) The reactants are [CH2:1]([O:5][CH2:6][C@@H:7]([NH:12][C:13]([C@H:15]1[O:17][C@@H:16]1[C:18]([O:20]CC)=[O:19])=[O:14])[CH2:8][CH:9]([CH3:11])[CH3:10])[CH:2]([CH3:4])[CH3:3].[OH-].[Na+:24]. The catalyst is C(O)C. The product is [CH2:1]([O:5][CH2:6][C@@H:7]([NH:12][C:13]([C@H:15]1[O:17][C@@H:16]1[C:18]([O-:20])=[O:19])=[O:14])[CH2:8][CH:9]([CH3:11])[CH3:10])[CH:2]([CH3:3])[CH3:4].[Na+:24]. The yield is 0.699. (3) The reactants are [CH:1](=[O:8])[C:2]1[CH:7]=[CH:6][CH:5]=[CH:4][CH:3]=1.[CH3:9][CH:10]([CH3:17])[CH:11]=[CH:12]CC([O-])=O.O.CCN(CC)CC.CC1C(C)=C(C)C(C)=C(C)C=1C. The catalyst is [Br-].C([N+](CCCC)(CCCC)CCCC)CCC.[C-]#[O+].[C-]#[O+].[C-]#[O+].[C-]#[O+].[C-]#[O+].[C-]#[O+].[C-]#[O+].[C-]#[O+].[C-]#[O+].[C-]#[O+].[C-]#[O+].[C-]#[O+].[Ru].[Ru].[Ru].O1CCOCC1. The product is [CH3:9][C:10]([CH3:17])([CH:11]=[CH2:12])[CH:1]([C:2]1[CH:7]=[CH:6][CH:5]=[CH:4][CH:3]=1)[OH:8]. The yield is 0.290. (4) The reactants are CO[C:3](=[O:34])/[CH:4]=[C:5](/[C:8]1[CH:13]=[CH:12][C:11]([C:14]([C:19]2[CH:24]=[CH:23][C:22]([O:25][C:26](=[O:31])[C:27]([CH3:30])([CH3:29])[CH3:28])=[C:21]([CH3:32])[CH:20]=2)([CH2:17][CH3:18])[CH2:15][CH3:16])=[CH:10][C:9]=1[CH3:33])\[CH2:6][CH3:7].[CH3:35][CH2:36][Mg+].[Br-].[NH4+].[Cl-].[CH2:41]1COC[CH2:42]1. No catalyst specified. The product is [CH2:6](/[C:5](/[C:8]1[CH:13]=[CH:12][C:11]([C:14]([C:19]2[CH:24]=[CH:23][C:22]([O:25][C:26](=[O:31])[C:27]([CH3:29])([CH3:30])[CH3:28])=[C:21]([CH3:32])[CH:20]=2)([CH2:15][CH3:16])[CH2:17][CH3:18])=[CH:10][C:9]=1[CH3:33])=[CH:4]\[C:3]([CH2:35][CH3:36])([OH:34])[CH2:41][CH3:42])[CH3:7]. The yield is 0.910. (5) The reactants are Cl.[C:2]([N:5]1[C:14]2[C:9](=[CH:10][C:11](Br)=[CH:12][CH:13]=2)[C@H:8]([NH2:16])[CH2:7][C@@H:6]1[CH3:17])(=[O:4])[CH3:3].[CH3:18][N:19]([CH2:27][CH2:28][N:29]1[CH:33]=[C:32](B2OC(C)(C)C(C)(C)O2)[CH:31]=[N:30]1)[C:20](=[O:26])[O:21][C:22]([CH3:25])([CH3:24])[CH3:23].O.C(=O)([O-])[O-].[K+].[K+]. The catalyst is O1CCOCC1.C1C=CC(P([C]2[CH][CH][CH][CH]2)C2C=CC=CC=2)=CC=1.C1C=CC(P([C]2[CH][CH][CH][CH]2)C2C=CC=CC=2)=CC=1.Cl[Pd]Cl.[Fe]. The product is [C:2]([N:5]1[C:14]2[C:9](=[CH:10][C:11]([C:32]3[CH:31]=[N:30][N:29]([CH2:28][CH2:27][N:19]([CH3:18])[C:20](=[O:26])[O:21][C:22]([CH3:23])([CH3:24])[CH3:25])[CH:33]=3)=[CH:12][CH:13]=2)[C@H:8]([NH2:16])[CH2:7][C@@H:6]1[CH3:17])(=[O:4])[CH3:3]. The yield is 0.696. (6) The reactants are [CH3:1][O:2][C:3]1[CH:8]=[CH:7][CH:6]=[CH:5][C:4]=1[N:9]1[CH:13]=[C:12]([CH3:14])[C:11]([CH:15]=[O:16])=[N:10]1.[CH:17]1([Mg]Br)[CH2:22][CH2:21][CH2:20][CH2:19][CH2:18]1. The catalyst is O1CCCC1. The product is [CH:17]1([CH:15]([C:11]2[C:12]([CH3:14])=[CH:13][N:9]([C:4]3[CH:5]=[CH:6][CH:7]=[CH:8][C:3]=3[O:2][CH3:1])[N:10]=2)[OH:16])[CH2:22][CH2:21][CH2:20][CH2:19][CH2:18]1. The yield is 0.400. (7) The reactants are [OH:1][C:2]1[N:13]=[CH:12][CH:11]=[CH:10][C:3]=1[C:4]([O:6][CH:7]([CH3:9])[CH3:8])=[O:5].C1(P(C2C=CC=CC=2)C2C=CC=CC=2)C=CC=CC=1.O[CH2:34][C@H:35]1[CH2:39][CH2:38][CH2:37][N:36]1[C:40]([O:42][C:43]([CH3:46])([CH3:45])[CH3:44])=[O:41].CC(OC(/N=N/C(OC(C)C)=O)=O)C. The catalyst is C1COCC1. The product is [CH3:46][C:43]([O:42][C:40]([N:36]1[CH2:37][CH2:38][CH2:39][C@@H:35]1[CH2:34][O:1][C:2]1[C:3]([C:4]([O:6][CH:7]([CH3:9])[CH3:8])=[O:5])=[CH:10][CH:11]=[CH:12][N:13]=1)=[O:41])([CH3:44])[CH3:45]. The yield is 0.346.